From a dataset of Reaction yield outcomes from USPTO patents with 853,638 reactions. Predict the reaction yield, written as a fraction of the theoretical maximum amount of product (1.0 means a 100% yield; for example, 0.34 means a 34% yield). (1) The reactants are [S:1]1[CH2:5][CH2:4][NH:3][CH:2]1[C:6]([OH:8])=[O:7].[C:9](O[C:9]([O:11][C:12]([CH3:15])([CH3:14])[CH3:13])=[O:10])([O:11][C:12]([CH3:15])([CH3:14])[CH3:13])=[O:10]. No catalyst specified. The product is [C:12]([O:11][C:9]([N:3]1[CH2:4][CH2:5][S:1][CH:2]1[C:6]([OH:8])=[O:7])=[O:10])([CH3:15])([CH3:14])[CH3:13]. The yield is 0.970. (2) The reactants are [CH2:1]([C:3]1[S:7][C:6]([C:8]([OH:10])=O)=[CH:5][C:4]=1[C:11]1[N:15]([CH3:16])[N:14]=[CH:13][C:12]=1[CH2:17][CH3:18])[CH3:2].[NH2:19][C@@H:20]([CH2:33][C:34]1[CH:39]=[CH:38][CH:37]=[CH:36][C:35]=1[C:40]([F:43])([F:42])[F:41])[CH2:21][N:22]1[C:30](=[O:31])[C:29]2[C:24](=[CH:25][CH:26]=[CH:27][CH:28]=2)[C:23]1=[O:32].C(N(CC)C(C)C)(C)C.F[P-](F)(F)(F)(F)F.Br[P+](N1CCCC1)(N1CCCC1)N1CCCC1. The catalyst is ClCCl. The product is [O:31]=[C:30]1[C:29]2[C:24](=[CH:25][CH:26]=[CH:27][CH:28]=2)[C:23](=[O:32])[N:22]1[CH2:21][C@@H:20]([NH:19][C:8]([C:6]1[S:7][C:3]([CH2:1][CH3:2])=[C:4]([C:11]2[N:15]([CH3:16])[N:14]=[CH:13][C:12]=2[CH2:17][CH3:18])[CH:5]=1)=[O:10])[CH2:33][C:34]1[CH:39]=[CH:38][CH:37]=[CH:36][C:35]=1[C:40]([F:42])([F:41])[F:43]. The yield is 0.570. (3) The catalyst is C1COCC1. The yield is 0.720. The reactants are [F:1][C:2]1[CH:3]=[C:4]([NH2:24])[CH:5]=[CH:6][C:7]=1[O:8][C:9]1[C:10]2[NH:17][C:16]([C:18]3[CH:23]=[CH:22][CH:21]=[CH:20][CH:19]=3)=[CH:15][C:11]=2[N:12]=[CH:13][N:14]=1.[C:25]1([CH2:31][C:32]([N:34]=[C:35]=[S:36])=[O:33])[CH:30]=[CH:29][CH:28]=[CH:27][CH:26]=1. The product is [F:1][C:2]1[CH:3]=[C:4]([NH:24][C:35]([NH:34][C:32](=[O:33])[CH2:31][C:25]2[CH:26]=[CH:27][CH:28]=[CH:29][CH:30]=2)=[S:36])[CH:5]=[CH:6][C:7]=1[O:8][C:9]1[C:10]2[NH:17][C:16]([C:18]3[CH:23]=[CH:22][CH:21]=[CH:20][CH:19]=3)=[CH:15][C:11]=2[N:12]=[CH:13][N:14]=1. (4) The reactants are [OH-].[Na+].[O:3]=[C:4]1[NH:13][C:12]2[N:11]=[CH:10][CH:9]=[C:8]([O:14][C:15]3[CH:16]=[CH:17][C:18]4[O:22][C@H:21]5[C@H:23]([C:24]([O:26]CC)=[O:25])[C@H:20]5[C:19]=4[CH:29]=3)[C:7]=2[CH2:6][CH2:5]1. The catalyst is CO. The product is [O:3]=[C:4]1[NH:13][C:12]2[N:11]=[CH:10][CH:9]=[C:8]([O:14][C:15]3[CH:16]=[CH:17][C:18]4[O:22][C@H:21]5[C@H:23]([C:24]([OH:26])=[O:25])[C@H:20]5[C:19]=4[CH:29]=3)[C:7]=2[CH2:6][CH2:5]1. The yield is 0.660.